This data is from Full USPTO retrosynthesis dataset with 1.9M reactions from patents (1976-2016). The task is: Predict the reactants needed to synthesize the given product. Given the product [CH3:1][N:2]1[CH2:6][CH2:5][CH2:4][CH:3]1[C:7]1[CH:8]=[CH:9][C:10]2[N:11]([CH:22]=[C:20]([C:18]([OH:19])=[O:17])[N:13]=2)[CH:12]=1, predict the reactants needed to synthesize it. The reactants are: [CH3:1][N:2]1[CH2:6][CH2:5][CH2:4][CH:3]1[C:7]1[CH:8]=[CH:9][C:10]([NH2:13])=[N:11][CH:12]=1.CC[Br-][O:17][C:18]([C:20]([CH3:22])=O)=[O:19].O.[OH-].[Li+].